This data is from Forward reaction prediction with 1.9M reactions from USPTO patents (1976-2016). The task is: Predict the product of the given reaction. (1) Given the reactants Cl[C:2]1[N:7]2[N:8]=[CH:9][CH:10]=[C:6]2[C:5]([C:11]#[N:12])=[C:4]([OH:13])[C:3]=1[CH3:14].[CH3:15][CH2:16][O:17][C:18]1[CH:19]=[CH:20][C:21]([NH2:24])=[CH:22][CH:23]=1, predict the reaction product. The product is: [CH2:16]([O:17][C:18]1[CH:19]=[CH:20][C:21]([NH:24][C:2]2[N:7]3[N:8]=[CH:9][CH:10]=[C:6]3[C:5]([C:11]#[N:12])=[C:4]([OH:13])[C:3]=2[CH3:14])=[CH:22][CH:23]=1)[CH3:15]. (2) Given the reactants [Cl:1][C:2]1[CH:7]=[CH:6][C:5](/[CH:8]=[CH:9]/[C:10]([OH:12])=O)=[C:4]([CH2:13][N:14]2[N:18]=[N:17][C:16]([CH3:19])=[N:15]2)[CH:3]=1.[CH3:20][C:21]1[N:25]=[CH:24][N:23]([CH:26]2[CH2:31][CH2:30][NH:29][CH2:28][CH2:27]2)[N:22]=1.CCN(C(C)C)C(C)C.C(P1(=O)OP(CCC)(=O)OP(CCC)(=O)O1)CC, predict the reaction product. The product is: [Cl:1][C:2]1[CH:7]=[CH:6][C:5](/[CH:8]=[CH:9]/[C:10]([N:29]2[CH2:28][CH2:27][CH:26]([N:23]3[CH:24]=[N:25][C:21]([CH3:20])=[N:22]3)[CH2:31][CH2:30]2)=[O:12])=[C:4]([CH2:13][N:14]2[N:18]=[N:17][C:16]([CH3:19])=[N:15]2)[CH:3]=1. (3) Given the reactants Br[CH2:2][CH2:3][C:4]1[CH:9]=[CH:8][C:7]([Cl:10])=[CH:6][CH:5]=1.[S:11]([O-:14])([O-:13])=[O:12].[Na+:15].[Na+], predict the reaction product. The product is: [Cl:10][C:7]1[CH:8]=[CH:9][C:4]([CH2:3][CH2:2][S:11]([O-:14])(=[O:13])=[O:12])=[CH:5][CH:6]=1.[Na+:15]. (4) Given the reactants [F:1][C:2]1[CH:11]=[C:10]([F:12])[CH:9]=[C:8]2[C:3]=1[C:4]([NH:20][C:21]1[C:22]([C:33]3[CH:34]=[N:35][CH:36]=[C:37]([O:39][CH3:40])[CH:38]=3)=[N:23][CH:24]=[C:25]([N:27]3[CH2:32][CH2:31][O:30][CH2:29][CH2:28]3)[CH:26]=1)=[C:5]([CH3:19])[C:6]([C:13]1[CH:18]=[CH:17][CH:16]=[CH:15][N:14]=1)=[N:7]2.C(N(CC)CC)C.[F:48][C:49]([F:60])([F:59])[C:50](O[C:50](=[O:51])[C:49]([F:60])([F:59])[F:48])=[O:51], predict the reaction product. The product is: [F:1][C:2]1[CH:11]=[C:10]([F:12])[CH:9]=[C:8]2[C:3]=1[C:4]([N:20]([C:21]1[C:22]([C:33]3[CH:34]=[N:35][CH:36]=[C:37]([O:39][CH3:40])[CH:38]=3)=[N:23][CH:24]=[C:25]([N:27]3[CH2:32][CH2:31][O:30][CH2:29][CH2:28]3)[CH:26]=1)[C:50](=[O:51])[C:49]([F:60])([F:59])[F:48])=[C:5]([CH3:19])[C:6]([C:13]1[CH:18]=[CH:17][CH:16]=[CH:15][N:14]=1)=[N:7]2. (5) Given the reactants [CH:1]1([N:4]2[C:13]3[C:8](=[CH:9][C:10]([F:23])=[C:11]([N:14]4[CH2:19][CH2:18][N:17]([CH2:20][CH2:21][CH3:22])[CH2:16][CH2:15]4)[CH:12]=3)[C:7](=[O:24])[C:6]([C:25]([OH:27])=[O:26])=[CH:5]2)[CH2:3][CH2:2]1.[CH3:28][C:29]1([CH3:36])[O:33][CH:32]([CH2:34]O)[CH2:31][O:30]1.C(N(CC)CC)C.CN(C(ON1N=NC2C=CC=CC1=2)=[N+](C)C)C.F[P-](F)(F)(F)(F)F, predict the reaction product. The product is: [CH:1]1([N:4]2[C:13]3[C:8](=[CH:9][C:10]([F:23])=[C:11]([N:14]4[CH2:19][CH2:18][N:17]([CH2:20][CH2:21][CH3:22])[CH2:16][CH2:15]4)[CH:12]=3)[C:7](=[O:24])[C:6]([C:25]([O:27][CH2:34][CH:32]3[CH2:31][O:30][C:29]([CH3:36])([CH3:28])[O:33]3)=[O:26])=[CH:5]2)[CH2:3][CH2:2]1. (6) Given the reactants [O:1]=[C:2]1[N:6]([CH2:7][C:8]([O:10][C:11]([CH3:14])([CH3:13])[CH3:12])=[O:9])[C:5]2[CH:15]=[CH:16][CH:17]=[CH:18][C:4]=2[NH:3]1.[H-].[Na+].[Cl:21][C:22]1[CH:27]=[C:26](Cl)[N:25]=[CH:24][N:23]=1, predict the reaction product. The product is: [Cl:21][C:22]1[N:23]=[CH:24][N:25]=[C:26]([N:3]2[C:4]3[CH:18]=[CH:17][CH:16]=[CH:15][C:5]=3[N:6]([CH2:7][C:8]([O:10][C:11]([CH3:14])([CH3:13])[CH3:12])=[O:9])[C:2]2=[O:1])[CH:27]=1. (7) The product is: [CH3:24][C:23]1[CH:22]=[CH:21][C:17]([C:18]([OH:20])=[O:19])=[CH:16][C:15]=1[N:9]1[C:8](=[O:25])[C:7]2[C:12](=[CH:13][CH:14]=[C:5]([O:4][CH2:3][CH2:2][N:30]3[CH2:31][CH2:32][CH2:33][O:27][CH2:28][CH2:29]3)[CH:6]=2)[N:11]=[CH:10]1. Given the reactants Cl[CH2:2][CH2:3][O:4][C:5]1[CH:6]=[C:7]2[C:12](=[CH:13][CH:14]=1)[N:11]=[CH:10][N:9]([C:15]1[CH:16]=[C:17]([CH:21]=[CH:22][C:23]=1[CH3:24])[C:18]([OH:20])=[O:19])[C:8]2=[O:25].Cl.[O:27]1[CH2:33][CH2:32][CH2:31][NH:30][CH2:29][CH2:28]1.C(N(CC)C(C)C)(C)C.[N-]=C=O, predict the reaction product. (8) Given the reactants [CH2:1]([O:3][C:4](=[O:37])[C:5]1[CH:10]=[CH:9][C:8]([NH:11][CH:12]2[CH2:17][CH2:16][CH2:15][CH2:14][CH2:13]2)=[C:7]([NH:18][C:19]([C:21]2[CH:30]=[C:29]3[C:24]([CH:25]=[CH:26][C:27](C4C=CC=CC=4)=[N:28]3)=[CH:23][CH:22]=2)=[O:20])[CH:6]=1)[CH3:2].C(OC(=O)[C:42]1[CH:47]=[CH:46][C:45](NC2CCCCC2)=[C:44](N)[CH:43]=1)C.CN(C(ON1N=NC2C=CC=NC1=2)=[N+](C)C)C.F[P-](F)(F)(F)(F)F.CCN(C(C)C)C(C)C, predict the reaction product. The product is: [CH2:1]([O:3][C:4](=[O:37])[C:5]1[CH:10]=[CH:9][C:8]([NH:11][CH:12]2[CH2:17][CH2:16][CH2:15][CH2:14][CH2:13]2)=[C:7]([NH:18][C:19]([C:21]2[CH:30]=[C:29]3[C:24]([CH:25]=[C:26]([C:42]4[CH:47]=[CH:46][CH:45]=[CH:44][CH:43]=4)[CH:27]=[N:28]3)=[CH:23][CH:22]=2)=[O:20])[CH:6]=1)[CH3:2]. (9) Given the reactants [Cl:1][C:2]1[CH:3]=[C:4]([NH:8][C:9]2[N:10]=[CH:11][C:12]([C:20]([N:22]3[CH2:27][CH2:26][O:25][CH2:24][CH2:23]3)=[O:21])=[C:13]3[C:17]([CH3:18])=[CH:16][N:15]([CH3:19])[C:14]=23)[CH:5]=[CH:6][CH:7]=1.Cl, predict the reaction product. The product is: [ClH:1].[Cl:1][C:2]1[CH:3]=[C:4]([NH:8][C:9]2[N:10]=[CH:11][C:12]([C:20]([N:22]3[CH2:23][CH2:24][O:25][CH2:26][CH2:27]3)=[O:21])=[C:13]3[C:17]([CH3:18])=[CH:16][N:15]([CH3:19])[C:14]=23)[CH:5]=[CH:6][CH:7]=1.